This data is from Catalyst prediction with 721,799 reactions and 888 catalyst types from USPTO. The task is: Predict which catalyst facilitates the given reaction. (1) Reactant: [CH3:1][Si](C)(C)N[Si](C)(C)C.[Na].[CH:11]([C:13]1[CH2:18][CH2:17][CH2:16][CH2:15][C:14]=1[C:19]1[CH:24]=[CH:23][C:22]([NH:25][C:26](=[O:35])[C:27]2[C:32]([F:33])=[CH:31][CH:30]=[CH:29][C:28]=2[F:34])=[CH:21][CH:20]=1)=O. Product: [CH:11]([C:13]1[CH2:18][CH2:17][CH2:16][CH2:15][C:14]=1[C:19]1[CH:24]=[CH:23][C:22]([NH:25][C:26](=[O:35])[C:27]2[C:32]([F:33])=[CH:31][CH:30]=[CH:29][C:28]=2[F:34])=[CH:21][CH:20]=1)=[CH2:1]. The catalyst class is: 1. (2) Reactant: [C:1]([O:5][C:6](=[O:57])[C:7]([O:10]/[N:11]=[C:12](/[C:44]1[N:45]=[C:46]([NH:49][C:50]([O:52][C:53]([CH3:56])([CH3:55])[CH3:54])=[O:51])[S:47][CH:48]=1)\[C:13]([NH:15][C@@H:16]1[C:23](=[O:24])[N:22]2[C@@H:17]1[S:18](=[O:43])[CH2:19][C:20]([CH2:41]Cl)=[C:21]2[C:25]([O:27][CH:28]([C:35]1[CH:40]=[CH:39][CH:38]=[CH:37][CH:36]=1)[C:29]1[CH:34]=[CH:33][CH:32]=[CH:31][CH:30]=1)=[O:26])=[O:14])([CH3:9])[CH3:8])([CH3:4])([CH3:3])[CH3:2].[I-:58].[Na+]. Product: [C:1]([O:5][C:6](=[O:57])[C:7]([O:10]/[N:11]=[C:12](/[C:44]1[N:45]=[C:46]([NH:49][C:50]([O:52][C:53]([CH3:56])([CH3:55])[CH3:54])=[O:51])[S:47][CH:48]=1)\[C:13]([NH:15][C@@H:16]1[C:23](=[O:24])[N:22]2[C@@H:17]1[S:18](=[O:43])[CH2:19][C:20]([CH2:41][I:58])=[C:21]2[C:25]([O:27][CH:28]([C:35]1[CH:40]=[CH:39][CH:38]=[CH:37][CH:36]=1)[C:29]1[CH:34]=[CH:33][CH:32]=[CH:31][CH:30]=1)=[O:26])=[O:14])([CH3:9])[CH3:8])([CH3:4])([CH3:3])[CH3:2]. The catalyst class is: 21.